This data is from Reaction yield outcomes from USPTO patents with 853,638 reactions. The task is: Predict the reaction yield, written as a fraction of the theoretical maximum amount of product (1.0 means a 100% yield; for example, 0.34 means a 34% yield). (1) The reactants are [F:1][CH:2]([F:17])[CH2:3][NH:4][CH:5]1[CH2:11][CH2:10][C:9]2[CH:12]=[C:13]([NH2:16])[CH:14]=[CH:15][C:8]=2[CH2:7][CH2:6]1.Cl[C:19]1[N:24]=[C:23]([NH:25][C:26]2[CH:31]=[CH:30][C:29]([N:32]3[CH2:37][CH2:36][O:35][CH2:34][CH2:33]3)=[CH:28][C:27]=2[O:38][CH3:39])[C:22]([Cl:40])=[CH:21][N:20]=1. No catalyst specified. The yield is 0.630. The product is [Cl:40][C:22]1[C:23]([NH:25][C:26]2[CH:31]=[CH:30][C:29]([N:32]3[CH2:33][CH2:34][O:35][CH2:36][CH2:37]3)=[CH:28][C:27]=2[O:38][CH3:39])=[N:24][C:19]([NH:16][C:13]2[CH:14]=[CH:15][C:8]3[CH2:7][CH2:6][CH:5]([NH:4][CH2:3][CH:2]([F:17])[F:1])[CH2:11][CH2:10][C:9]=3[CH:12]=2)=[N:20][CH:21]=1. (2) The reactants are [OH:1][C:2]1[C:7]([CH2:8][CH2:9][CH3:10])=[C:6]([SH:11])[CH:5]=[CH:4][C:3]=1[C:12](=[O:14])[CH3:13].I[CH2:16][C:17]1[CH:22]=[CH:21][C:20]([C@H:23]([O:32][CH:33]2[CH2:38][CH2:37][CH2:36][CH2:35][O:34]2)[C:24]2[CH:25]=[C:26]([CH:29]=[CH:30][CH:31]=2)[C:27]#[N:28])=[CH:19][CH:18]=1.C(=O)([O-])[O-].[Cs+].[Cs+].O. The catalyst is CC(=O)CC. The product is [C:12]([C:3]1[CH:4]=[CH:5][C:6]([S:11][CH2:16][C:17]2[CH:18]=[CH:19][C:20]([C@H:23]([O:32][CH:33]3[CH2:38][CH2:37][CH2:36][CH2:35][O:34]3)[C:24]3[CH:25]=[C:26]([CH:29]=[CH:30][CH:31]=3)[C:27]#[N:28])=[CH:21][CH:22]=2)=[C:7]([CH2:8][CH2:9][CH3:10])[C:2]=1[OH:1])(=[O:14])[CH3:13]. The yield is 0.530. (3) The catalyst is C(O)(=O)C.[Fe]. The product is [NH2:11][C:8]1[S:9][CH:10]=[C:6]([CH2:5][O:4][CH2:3][O:2][CH3:1])[C:7]=1[S:14]([NH2:17])(=[O:15])=[O:16]. The yield is 0.620. The reactants are [CH3:1][O:2][CH2:3][O:4][CH2:5][C:6]1[C:7]([S:14]([NH2:17])(=[O:16])=[O:15])=[C:8]([N+:11]([O-])=O)[S:9][CH:10]=1. (4) The catalyst is ClCCCl. The yield is 0.840. The product is [F:24][C:21]1[CH:22]=[CH:23][C:18]([C:6]2[N:5]([CH2:4][CH:3]=[O:2])[C:9]3[C:10]([C:14]([O:16][CH3:17])=[O:15])=[CH:11][CH:12]=[CH:13][C:8]=3[N:7]=2)=[CH:19][CH:20]=1. The reactants are C[O:2][CH:3](OC)[CH2:4][N:5]1[C:9]2[C:10]([C:14]([O:16][CH3:17])=[O:15])=[CH:11][CH:12]=[CH:13][C:8]=2[N:7]=[C:6]1[C:18]1[CH:23]=[CH:22][C:21]([F:24])=[CH:20][CH:19]=1.O.FC(F)(F)C(O)=O. (5) The reactants are C1CC=CCC=1.C([O:14][C:15]1[CH:16]=[C:17]([NH:21][C:22]2[N:27]=[CH:26][C:25]([O:28][C:29]3[CH:34]=[CH:33][C:32]([F:35])=[CH:31][CH:30]=3)=[CH:24][N:23]=2)[CH:18]=[CH:19][CH:20]=1)C1C=CC=CC=1. The catalyst is C(OCC)(=O)C.[OH-].[Pd+2].[OH-]. The product is [OH:14][C:15]1[CH:16]=[C:17]([NH:21][C:22]2[N:27]=[CH:26][C:25]([O:28][C:29]3[CH:34]=[CH:33][C:32]([F:35])=[CH:31][CH:30]=3)=[CH:24][N:23]=2)[CH:18]=[CH:19][CH:20]=1. The yield is 0.940. (6) The yield is 0.940. The catalyst is C1COCC1. The reactants are [F:1][C:2]1[CH:7]=[CH:6][C:5]([C:8]2[C:9]([C:21]3[CH:26]=[CH:25][CH:24]=[CH:23][CH:22]=3)=[C:10]([C:18]([NH2:20])=[O:19])[N:11]([CH:15]([CH3:17])[CH3:16])[C:12]=2[CH:13]=[O:14])=[CH:4][CH:3]=1.C(O[AlH-](OC(C)(C)C)OC(C)(C)C)(C)(C)C.[Li+]. The product is [F:1][C:2]1[CH:7]=[CH:6][C:5]([C:8]2[C:9]([C:21]3[CH:22]=[CH:23][CH:24]=[CH:25][CH:26]=3)=[C:10]([C:18]([NH2:20])=[O:19])[N:11]([CH:15]([CH3:17])[CH3:16])[C:12]=2[CH2:13][OH:14])=[CH:4][CH:3]=1. (7) The reactants are Br[C:2]1[CH:7]=[CH:6][CH:5]=[C:4]([F:8])[CH:3]=1.[Li]CCCC.CCCCCC.CON(C)[C:23]([C:25]1[CH:26]=[C:27]2[C:33]3([CH2:38][CH2:37][N:36]([C:39]([O:41][C:42]([CH3:45])([CH3:44])[CH3:43])=[O:40])[CH2:35][CH2:34]3)[CH2:32][N:31]([C:46]3[C:47]4[C@H:54]([CH3:55])[CH2:53][CH2:52][C:48]=4[N:49]=[CH:50][N:51]=3)[C:28]2=[CH:29][CH:30]=1)=[O:24].CC(O)C. The catalyst is C1COCC1.O. The product is [F:8][C:4]1[CH:3]=[C:2]([CH:7]=[CH:6][CH:5]=1)[C:23]([C:25]1[CH:26]=[C:27]2[C:33]3([CH2:38][CH2:37][N:36]([C:39]([O:41][C:42]([CH3:45])([CH3:44])[CH3:43])=[O:40])[CH2:35][CH2:34]3)[CH2:32][N:31]([C:46]3[C:47]4[C@H:54]([CH3:55])[CH2:53][CH2:52][C:48]=4[N:49]=[CH:50][N:51]=3)[C:28]2=[CH:29][CH:30]=1)=[O:24]. The yield is 0.430.